This data is from Full USPTO retrosynthesis dataset with 1.9M reactions from patents (1976-2016). The task is: Predict the reactants needed to synthesize the given product. (1) Given the product [C:1]([O:5][C:6](=[O:22])[NH:7][C:8]1[CH:13]=[CH:12][C:11]([C:14]2[CH:19]=[CH:18][CH:17]=[CH:16][C:15]=2[F:20])=[CH:10][C:9]=1[NH:21][C:28](=[O:27])[CH2:29][C:30]([C:32]1[CH:37]=[CH:36][CH:35]=[C:34]([N:38]2[CH:42]=[CH:41][N:40]=[C:39]2[CH3:43])[CH:33]=1)=[O:31])([CH3:4])([CH3:2])[CH3:3], predict the reactants needed to synthesize it. The reactants are: [C:1]([O:5][C:6](=[O:22])[NH:7][C:8]1[CH:13]=[CH:12][C:11]([C:14]2[CH:19]=[CH:18][CH:17]=[CH:16][C:15]=2[F:20])=[CH:10][C:9]=1[NH2:21])([CH3:4])([CH3:3])[CH3:2].C([O:27][C:28](=O)[CH2:29][C:30]([C:32]1[CH:37]=[CH:36][CH:35]=[C:34]([N:38]2[CH:42]=[CH:41][N:40]=[C:39]2[CH3:43])[CH:33]=1)=[O:31])(C)(C)C. (2) Given the product [CH2:1]([O:3][C:4](=[O:14])[C:5]1[CH:10]=[C:9]([Cl:15])[CH:8]=[C:7]([F:11])[C:6]=1[NH:12][CH3:13])[CH3:2], predict the reactants needed to synthesize it. The reactants are: [CH2:1]([O:3][C:4](=[O:14])[C:5]1[CH:10]=[CH:9][CH:8]=[C:7]([F:11])[C:6]=1[NH:12][CH3:13])[CH3:2].[Cl:15]N1C(C)(C)C(=O)N(Cl)C1=O. (3) Given the product [NH2:19][C:11]1[O:12][C@H:13]([C:15]([F:18])([F:17])[F:16])[CH2:14][C@:9]([C:3]2[CH:4]=[C:5]([C:33]#[C:32][C:25]3[C:24]([O:23][CH3:22])=[CH:31][C:28]([C:29]#[N:30])=[CH:27][N:26]=3)[CH:6]=[CH:7][C:2]=2[F:1])([CH2:20][F:21])[N:10]=1, predict the reactants needed to synthesize it. The reactants are: [F:1][C:2]1[CH:7]=[CH:6][C:5](I)=[CH:4][C:3]=1[C@:9]1([CH2:20][F:21])[CH2:14][C@@H:13]([C:15]([F:18])([F:17])[F:16])[O:12][C:11]([NH2:19])=[N:10]1.[CH3:22][O:23][C:24]1[C:25]([C:32]#[C:33][Si](C)(C)C)=[N:26][CH:27]=[C:28]([CH:31]=1)[C:29]#[N:30].C(N(CC)CC)C.[F-].C[N+](C)(C)C. (4) Given the product [C:28]([C:2]1[S:6][C:5]([CH2:7][O:8][C:9]2[C:10]([F:19])=[C:11]([C:15]([F:18])=[CH:16][CH:17]=2)[C:12]([NH2:14])=[O:13])=[N:4][C:3]=1[C:20]1[CH:25]=[CH:24][C:23]([O:26][CH3:27])=[CH:22][CH:21]=1)#[N:29], predict the reactants needed to synthesize it. The reactants are: Br[C:2]1[S:6][C:5]([CH2:7][O:8][C:9]2[C:10]([F:19])=[C:11]([C:15]([F:18])=[CH:16][CH:17]=2)[C:12]([NH2:14])=[O:13])=[N:4][C:3]=1[C:20]1[CH:25]=[CH:24][C:23]([O:26][CH3:27])=[CH:22][CH:21]=1.[C:28]([Cu])#[N:29].Cl. (5) Given the product [CH2:13]([O:15][C:16]1[CH:17]=[C:18]([C:19]([N:42]2[CH2:41][CH2:40][C:39]3([CH2:38][C:37](=[O:36])[C:51]4[C:46](=[CH:47][CH:48]=[C:49]([C:52]5[CH:53]=[C:54]([C:58]([OH:60])=[O:59])[CH:55]=[N:56][CH:57]=5)[CH:50]=4)[O:45]3)[CH2:44][CH2:43]2)=[O:20])[CH:22]=[C:23]([O:31][CH2:32][CH3:33])[C:24]=1[C:25]1[CH:26]=[N:27][N:28]([CH3:30])[CH:29]=1)[CH3:14], predict the reactants needed to synthesize it. The reactants are: C(N1C=CN=C1)(N1C=CN=C1)=O.[CH2:13]([O:15][C:16]1[CH:17]=[C:18]([CH:22]=[C:23]([O:31][CH2:32][CH3:33])[C:24]=1[C:25]1[CH:26]=[N:27][N:28]([CH3:30])[CH:29]=1)[C:19](O)=[O:20])[CH3:14].Cl.Cl.[O:36]=[C:37]1[C:51]2[C:46](=[CH:47][CH:48]=[C:49]([C:52]3[CH:53]=[C:54]([C:58]([OH:60])=[O:59])[CH:55]=[N:56][CH:57]=3)[CH:50]=2)[O:45][C:39]2([CH2:44][CH2:43][NH:42][CH2:41][CH2:40]2)[CH2:38]1.Cl. (6) Given the product [CH2:44]([O:51][C:20]([N:16]1[CH2:17][CH2:18][CH2:19][CH:14]([C:12]2[CH:11]=[CH:10][C:9]([CH3:38])=[C:8]([OH:7])[CH:13]=2)[CH2:15]1)=[O:21])[C:45]1[CH:50]=[CH:49][CH:48]=[CH:47][CH:46]=1, predict the reactants needed to synthesize it. The reactants are: CC([O:7][C:8]1[CH:13]=[C:12]([CH:14]2[CH2:19][CH2:18][CH2:17][N:16]([C:20](C3SC(C4C=CC(C(F)(F)F)=CC=4)=NC=3C)=[O:21])[CH2:15]2)[CH:11]=[CH:10][C:9]=1[CH3:38])(C)C(O)=O.C(=O)(O)[O-].[Na+].[CH2:44]([O:51]C(OC([O:51][CH2:44][C:45]1[CH:50]=[CH:49][CH:48]=[CH:47][CH:46]=1)=O)=O)[C:45]1[CH:50]=[CH:49][CH:48]=[CH:47][CH:46]=1. (7) Given the product [O:20]1[C:19]2[C:14](=[N:15][CH:16]=[CH:17][CH:18]=2)[C:6](=[O:5])[CH2:7]1, predict the reactants needed to synthesize it. The reactants are: N(C(OCC)=O)=NC([O:5][CH2:6][CH3:7])=O.Br[C:14]1[C:19]([OH:20])=[CH:18][CH:17]=[CH:16][N:15]=1.C(O)C=C.C1C=CC(P(C2C=CC=CC=2)C2C=CC=CC=2)=CC=1.